From a dataset of Reaction yield outcomes from USPTO patents with 853,638 reactions. Predict the reaction yield, written as a fraction of the theoretical maximum amount of product (1.0 means a 100% yield; for example, 0.34 means a 34% yield). (1) The reactants are Cl[C:2]1[C:11]2[C:6](=[CH:7][C:8]([O:14][CH3:15])=[C:9]([O:12][CH3:13])[CH:10]=2)[N:5]=[CH:4][N:3]=1.[C:16]([O:20][C:21]([NH:23][CH:24]1[CH2:28][CH2:27][NH:26][CH2:25]1)=[O:22])([CH3:19])([CH3:18])[CH3:17].CCN(C(C)C)C(C)C. The catalyst is CC(O)C. The product is [C:16]([O:20][C:21](=[O:22])[NH:23][CH:24]1[CH2:28][CH2:27][N:26]([C:2]2[C:11]3[C:6](=[CH:7][C:8]([O:14][CH3:15])=[C:9]([O:12][CH3:13])[CH:10]=3)[N:5]=[CH:4][N:3]=2)[CH2:25]1)([CH3:19])([CH3:17])[CH3:18]. The yield is 0.780. (2) The reactants are Cl[C:2]1[N:11]=[C:10]([NH:12][CH2:13][CH:14]([C:21]2[CH:26]=[CH:25][CH:24]=[CH:23][CH:22]=2)[C:15]2[CH:20]=[CH:19][CH:18]=[CH:17][CH:16]=2)[C:9]2[C:4](=[CH:5][CH:6]=[CH:7][CH:8]=2)[N:3]=1.[CH3:27][O:28][CH2:29][CH2:30][NH:31][C:32]1[N:37]=[CH:36][C:35](B2OC(C)(C)C(C)(C)O2)=[CH:34][N:33]=1.C(NC1C2C(=CC=CC=2)N=C(C2SC3C=CC=CC=3C=2)N=1)(C1C=CC=CC=1)C1C=CC=CC=1. The catalyst is C1CCCCC1.CCOC(C)=O. The product is [C:15]1([CH:14]([C:21]2[CH:26]=[CH:25][CH:24]=[CH:23][CH:22]=2)[CH2:13][NH:12][C:10]2[C:9]3[C:4](=[CH:5][CH:6]=[CH:7][CH:8]=3)[N:3]=[C:2]([C:35]3[CH:34]=[N:33][C:32]([NH:31][CH2:30][CH2:29][O:28][CH3:27])=[N:37][CH:36]=3)[N:11]=2)[CH:20]=[CH:19][CH:18]=[CH:17][CH:16]=1. The yield is 0.810. (3) The reactants are [H-].C([O:4][C:5]([C:7]1[N:8]=[C:9]2[N:17]=[C:16]3[N:11]([CH2:12][CH2:13][CH2:14][CH2:15]3)[N:10]2[CH:18]=1)=O)C.C(O)C.[Cl-].[NH4+]. The catalyst is C1(C)C=CC=CC=1.C1COCC1.C(OCC)(=O)C. The product is [N:8]1[C:7]([CH:5]=[O:4])=[CH:18][N:10]2[N:11]3[C:16]([CH2:15][CH2:14][CH2:13][CH2:12]3)=[N:17][C:9]=12. The yield is 0.580. (4) The catalyst is CCO. The yield is 0.323. The product is [CH3:21][C:20]1[NH:10][C:8](=[O:9])[C:7]([C:5]#[N:6])=[C:18]([CH2:17][N:11]2[CH2:16][CH2:15][O:14][CH2:13][CH2:12]2)[CH:19]=1. The reactants are [O-]CC.[Na+].[C:5]([CH2:7][C:8]([NH2:10])=[O:9])#[N:6].[N:11]1([CH2:17][C:18]#[C:19][C:20](=O)[CH3:21])[CH2:16][CH2:15][O:14][CH2:13][CH2:12]1.Cl. (5) The reactants are [F:1][C:2]([F:27])([F:26])[C:3]([CH:15]=[N:16][C:17]1[CH:25]=[CH:24][CH:23]=[C:22]2[C:18]=1[CH:19]=[N:20][NH:21]2)([OH:14])[CH2:4][C:5]([C:8]1[CH:13]=[CH:12][CH:11]=[CH:10][CH:9]=1)([CH3:7])[CH3:6].C(=O)(O)[O-].[Na+]. The catalyst is ClCCl.[Ti](Cl)(Cl)(Cl)Cl. The product is [NH:21]1[C:22]2[C:18](=[C:17]([NH:16][CH:15]3[C:9]4[C:8](=[CH:13][CH:12]=[CH:11][CH:10]=4)[C:5]([CH3:7])([CH3:6])[CH2:4][C:3]3([C:2]([F:1])([F:26])[F:27])[OH:14])[CH:25]=[CH:24][CH:23]=2)[CH:19]=[N:20]1. The yield is 0.280. (6) The reactants are C([O:3][C:4](=O)[CH2:5][CH:6]1[CH2:9][N:8]([C:10]([CH:12]2[CH2:14][CH2:13]2)=[O:11])[CH2:7]1)C.O.[NH2:17][NH2:18]. The catalyst is C(O)C. The product is [CH:12]1([C:10]([N:8]2[CH2:9][CH:6]([CH2:5][C:4]([NH:17][NH2:18])=[O:3])[CH2:7]2)=[O:11])[CH2:14][CH2:13]1. The yield is 0.660.